The task is: Predict the product of the given reaction.. This data is from Forward reaction prediction with 1.9M reactions from USPTO patents (1976-2016). (1) The product is: [NH2:22][CH:13]([CH2:14][C:15]1([CH3:32])[CH2:16][CH2:17][CH2:18][CH2:19][CH2:20]1)[CH2:12][N:2]([CH3:1])[C:3](=[O:4])[O:5][CH2:6][CH2:7][Si:8]([CH3:9])([CH3:10])[CH3:11]. Given the reactants [CH3:1][N:2]([CH2:12][C@@H:13]([NH:22]C(=O)OC(C)(C)C)[CH2:14][CH:15]1[CH2:20][CH2:19][CH:18](C)[CH2:17][CH2:16]1)[C:3]([O:5][CH2:6][CH2:7][Si:8]([CH3:11])([CH3:10])[CH3:9])=[O:4].[H][H].[CH3:32]O, predict the reaction product. (2) Given the reactants Cl[C:2]1[CH:11]=[C:10]2[C:5]([CH:6]=[C:7]([C:13]3[CH:14]=[CH:15][C:16]([F:20])=[C:17]([CH:19]=3)[NH2:18])[C:8]([CH3:12])=[N:9]2)=[CH:4][N:3]=1.[CH3:21][O:22][C:23]1[CH:31]=[CH:30][C:26]([CH2:27][NH:28][CH3:29])=[CH:25][CH:24]=1.CCN(C(C)C)C(C)C, predict the reaction product. The product is: [NH2:18][C:17]1[CH:19]=[C:13]([C:7]2[C:8]([CH3:12])=[N:9][C:10]3[C:5]([CH:6]=2)=[CH:4][N:3]=[C:2]([N:28]([CH2:27][C:26]2[CH:30]=[CH:31][C:23]([O:22][CH3:21])=[CH:24][CH:25]=2)[CH3:29])[CH:11]=3)[CH:14]=[CH:15][C:16]=1[F:20]. (3) Given the reactants [CH2:1]([O:8][C:9]1[CH:14]=[CH:13][C:12]([C:15]2[NH:16][CH:17]=[C:18]([CH2:20][OH:21])[N:19]=2)=[C:11]([F:22])[CH:10]=1)[C:2]1[CH:7]=[CH:6][CH:5]=[CH:4][CH:3]=1.C(OCC)(=O)C.CC(C)=O.[Cl:33]N1C(=O)CCC1=O, predict the reaction product. The product is: [CH2:1]([O:8][C:9]1[CH:14]=[CH:13][C:12]([C:15]2[NH:16][C:17]([Cl:33])=[C:18]([CH2:20][OH:21])[N:19]=2)=[C:11]([F:22])[CH:10]=1)[C:2]1[CH:3]=[CH:4][CH:5]=[CH:6][CH:7]=1. (4) Given the reactants [F:1][C:2]1[N:12]=[CH:11][C:5]2[N:6]=[CH:7][NH:8][C:9](=O)[C:4]=2[CH:3]=1.[F:13][C:14]1[CH:20]=[CH:19][C:17]([NH2:18])=[CH:16][C:15]=1[C:21]([F:24])([F:23])[F:22], predict the reaction product. The product is: [F:1][C:2]1[N:12]=[CH:11][C:5]2[N:6]=[CH:7][N:8]=[C:9]([NH:18][C:17]3[CH:19]=[CH:20][C:14]([F:13])=[C:15]([C:21]([F:24])([F:22])[F:23])[CH:16]=3)[C:4]=2[CH:3]=1. (5) Given the reactants [CH3:1][O:2][C:3]([C:5]1[CH:10]=[CH:9][C:8]([NH:11][NH:12][C:13]([O:15][C:16]([CH3:19])([CH3:18])[CH3:17])=[O:14])=[CH:7][CH:6]=1)=[O:4].[Cl:20][C:21]1[CH:31]=[CH:30][CH:29]=[C:28]([F:32])[C:22]=1[C:23]([N:25]=[C:26]=[O:27])=[O:24], predict the reaction product. The product is: [Cl:20][C:21]1[CH:31]=[CH:30][CH:29]=[C:28]([F:32])[C:22]=1[C:23]([NH:25][C:26]([N:11]([C:8]1[CH:7]=[CH:6][C:5]([C:3]([O:2][CH3:1])=[O:4])=[CH:10][CH:9]=1)[NH:12][C:13]([O:15][C:16]([CH3:19])([CH3:18])[CH3:17])=[O:14])=[O:27])=[O:24]. (6) Given the reactants [CH2:1]([C:8]1[CH:16]=[CH:15][C:11]([C:12]([OH:14])=O)=[CH:10][CH:9]=1)[C:2]1[CH:7]=[CH:6][CH:5]=[CH:4][CH:3]=1.C(Cl)(=O)C(Cl)=O.C(N(CC)CC)C.[NH2:30][C:31]1[CH:41]=[CH:40][C:34]([C:35]([O:37][CH2:38][CH3:39])=[O:36])=[CH:33][C:32]=1[F:42], predict the reaction product. The product is: [CH2:1]([C:8]1[CH:9]=[CH:10][C:11]([C:12]([NH:30][C:31]2[CH:41]=[CH:40][C:34]([C:35]([O:37][CH2:38][CH3:39])=[O:36])=[CH:33][C:32]=2[F:42])=[O:14])=[CH:15][CH:16]=1)[C:2]1[CH:3]=[CH:4][CH:5]=[CH:6][CH:7]=1. (7) The product is: [F:34][C:7]([F:6])([F:33])[C:8]1[CH:12]=[C:11]([C:13]([F:16])([F:15])[F:14])[N:10]([CH2:17][C:18]2[CH:19]=[C:20]([C:30]3[O:31][C:44](=[O:45])[C:43]4[CH:48]=[C:49]([Cl:53])[CH:50]=[C:51]([CH3:52])[C:42]=4[N:41]=3)[N:21]([C:23]3[C:28]([Cl:29])=[CH:27][CH:26]=[CH:25][N:24]=3)[N:22]=2)[N:9]=1. Given the reactants CS(Cl)(=O)=O.[F:6][C:7]([F:34])([F:33])[C:8]1[CH:12]=[C:11]([C:13]([F:16])([F:15])[F:14])[N:10]([CH2:17][C:18]2[CH:19]=[C:20]([C:30](O)=[O:31])[N:21]([C:23]3[C:28]([Cl:29])=[CH:27][CH:26]=[CH:25][N:24]=3)[N:22]=2)[N:9]=1.N1C=CC=CC=1.[NH2:41][C:42]1[C:51]([CH3:52])=[CH:50][C:49]([Cl:53])=[CH:48][C:43]=1[C:44](NC)=[O:45], predict the reaction product.